This data is from Reaction yield outcomes from USPTO patents with 853,638 reactions. The task is: Predict the reaction yield, written as a fraction of the theoretical maximum amount of product (1.0 means a 100% yield; for example, 0.34 means a 34% yield). (1) The reactants are [CH3:1][C:2]1[CH:3]=[C:4]2[C:8](=[CH:9][C:10]=1[CH3:11])[NH:7][C:6](=[O:12])[C:5]2=O.[CH:14]1[C:19]([NH:20][NH2:21])=[CH:18][CH:17]=[C:16]([S:22]([NH2:25])(=[O:24])=[O:23])[CH:15]=1.Cl. No catalyst specified. The product is [CH3:1][C:2]1[CH:3]=[C:4]2[C:8](=[CH:9][C:10]=1[CH3:11])[NH:7][C:6](=[O:12])[C:5]2=[N:21][NH:20][C:19]1[CH:18]=[CH:17][C:16]([S:22]([NH2:25])(=[O:23])=[O:24])=[CH:15][CH:14]=1. The yield is 0.320. (2) The reactants are [C:1]([O:5][C:6]([NH:8][CH2:9][CH2:10][CH2:11][C:12]([OH:14])=[O:13])=[O:7])([CH3:4])([CH3:3])[CH3:2].[C:15]([O-])([O-])=O.[K+].[K+].CI. The catalyst is CC(C)=O. The product is [C:1]([O:5][C:6]([NH:8][CH2:9][CH2:10][CH2:11][C:12]([O:14][CH3:15])=[O:13])=[O:7])([CH3:4])([CH3:2])[CH3:3]. The yield is 0.830. (3) The reactants are O[CH:2]([CH:24]1[S:28][C:27](=[O:29])[N:26]=[C:25]1[NH:30][CH3:31])[C:3]1[CH:21]=[CH:20][C:6]([O:7][C:8]2[C:17]3[C:12](=[CH:13][CH:14]=[CH:15][CH:16]=3)[C:11]([C:18]#[N:19])=[CH:10][CH:9]=2)=[C:5]([O:22][CH3:23])[CH:4]=1.Cl.C(OCC)(=O)C. No catalyst specified. The product is [CH3:23][O:22][C:5]1[CH:4]=[C:3](/[CH:2]=[C:24]2/[C:25]([NH:30][CH3:31])=[N:26][C:27](=[O:29])[S:28]/2)[CH:21]=[CH:20][C:6]=1[O:7][C:8]1[C:17]2[C:12](=[CH:13][CH:14]=[CH:15][CH:16]=2)[C:11]([C:18]#[N:19])=[CH:10][CH:9]=1. The yield is 0.650. (4) The reactants are [I:1][C:2]1[CH:3]=[C:4]2[C:8](=[CH:9][CH:10]=1)[NH:7][C:6](=[O:11])[C:5]2=O.[NH:13]([C:15]([C:17]1[CH:26]=[CH:25][C:20]([C:21]([O:23][CH3:24])=[O:22])=[CH:19][CH:18]=1)=[O:16])[NH2:14]. The catalyst is C(O)(=O)C. The product is [I:1][C:2]1[CH:3]=[C:4]2[C:8](=[CH:9][CH:10]=1)[NH:7][C:6](=[O:11])[C:5]2=[N:14][NH:13][C:15]([C:17]1[CH:26]=[CH:25][C:20]([C:21]([O:23][CH3:24])=[O:22])=[CH:19][CH:18]=1)=[O:16]. The yield is 0.860. (5) The reactants are [Br:1][C:2]1[CH:3]=[C:4]([OH:8])[CH:5]=[CH:6][CH:7]=1.C([Mg]Cl)(C)C.[CH:14]([N:27]1[C:35]2[C:30](=[CH:31][CH:32]=[CH:33][CH:34]=2)[C:29](=[O:36])[C:28]1=[O:37])([C:21]1[CH:26]=[CH:25][CH:24]=[CH:23][CH:22]=1)[C:15]1[CH:20]=[CH:19][CH:18]=[CH:17][CH:16]=1. The catalyst is ClCCl.C(OCC)(=O)C. The product is [Br:1][C:2]1[CH:7]=[CH:6][C:5]([C:29]2([OH:36])[C:30]3[C:35](=[CH:34][CH:33]=[CH:32][CH:31]=3)[N:27]([CH:14]([C:15]3[CH:16]=[CH:17][CH:18]=[CH:19][CH:20]=3)[C:21]3[CH:26]=[CH:25][CH:24]=[CH:23][CH:22]=3)[C:28]2=[O:37])=[C:4]([OH:8])[CH:3]=1. The yield is 0.700. (6) The reactants are [CH:1]1([C:4]2[C:5]([N:25]([CH2:30][CH2:31][CH2:32][C:33](Cl)=[O:34])[S:26]([CH3:29])(=[O:28])=[O:27])=[CH:6][C:7]3[O:11][C:10]([C:12]4[CH:17]=[CH:16][C:15]([F:18])=[CH:14][CH:13]=4)=[C:9]([C:19]4[NH:20][CH:21]=[CH:22][N:23]=4)[C:8]=3[CH:24]=2)[CH2:3][CH2:2]1.C(Cl)Cl.C(N(C(C)C)CC)(C)C.[C:48]([O:52][C:53]([CH3:56])([CH3:55])[CH3:54])(=[O:51])[NH:49][NH2:50]. The yield is 0.670. The product is [CH:1]1([C:4]2[C:5]([N:25]([CH2:30][CH2:31][CH2:32][C:33]([NH:50][NH:49][C:48]([O:52][C:53]([CH3:56])([CH3:55])[CH3:54])=[O:51])=[O:34])[S:26]([CH3:29])(=[O:28])=[O:27])=[CH:6][C:7]3[O:11][C:10]([C:12]4[CH:17]=[CH:16][C:15]([F:18])=[CH:14][CH:13]=4)=[C:9]([C:19]4[NH:20][CH:21]=[CH:22][N:23]=4)[C:8]=3[CH:24]=2)[CH2:3][CH2:2]1. The catalyst is O1CCCC1.C(OCC)(=O)C. (7) The reactants are [N:1]1[CH:6]=[CH:5][C:4]([C:7]2[CH:8]=[C:9]3[C:14](=[CH:15][CH:16]=2)[N:13]=[C:12]([NH2:17])[N:11]=[CH:10]3)=[CH:3][CH:2]=1.Br[C:19]1[CH:24]=[CH:23][C:22]([CH:25]([NH:27][C:28](=[O:33])[CH2:29][CH2:30][O:31][CH3:32])[CH3:26])=[CH:21][CH:20]=1.C([O-])([O-])=O.[Cs+].[Cs+].CC1(C)C2C(=C(P(C3C=CC=CC=3)C3C=CC=CC=3)C=CC=2)OC2C(P(C3C=CC=CC=3)C3C=CC=CC=3)=CC=CC1=2. The catalyst is O1CCOCC1.C([O-])(=O)C.[Pd+2].C([O-])(=O)C. The product is [CH3:32][O:31][CH2:30][CH2:29][C:28]([NH:27][CH:25]([C:22]1[CH:21]=[CH:20][C:19]([NH:17][C:12]2[N:11]=[CH:10][C:9]3[C:14](=[CH:15][CH:16]=[C:7]([C:4]4[CH:3]=[CH:2][N:1]=[CH:6][CH:5]=4)[CH:8]=3)[N:13]=2)=[CH:24][CH:23]=1)[CH3:26])=[O:33]. The yield is 0.270.